Dataset: Full USPTO retrosynthesis dataset with 1.9M reactions from patents (1976-2016). Task: Predict the reactants needed to synthesize the given product. (1) Given the product [C:16]1([C:2]2[C:3]3[C:8]([CH:9]=[C:10]4[C:15]=2[CH:14]=[CH:13][CH:12]=[CH:11]4)=[CH:7][CH:6]=[CH:5][CH:4]=3)[CH:21]=[CH:20][CH:19]=[CH:18][CH:17]=1, predict the reactants needed to synthesize it. The reactants are: Br[C:2]1[C:3]2[C:8]([CH:9]=[C:10]3[C:15]=1[CH:14]=[CH:13][CH:12]=[CH:11]3)=[CH:7][CH:6]=[CH:5][CH:4]=2.[C:16]1(B(O)O)[CH:21]=[CH:20][CH:19]=[CH:18][CH:17]=1.O. (2) Given the product [ClH:33].[NH2:5][C:4]([CH2:10][CH2:11][C:12]1[CH:17]=[CH:16][C:15]([O:18][CH2:19][CH2:20][CH2:21][C:22]2[CH:27]=[CH:26][CH:25]=[C:24]([CH3:28])[CH:23]=2)=[C:14]([C:29]([F:30])([F:31])[F:32])[CH:13]=1)([CH2:3][CH2:2][F:1])[CH2:8][OH:7], predict the reactants needed to synthesize it. The reactants are: [F:1][CH2:2][CH2:3][C:4]1([CH2:10][CH2:11][C:12]2[CH:17]=[CH:16][C:15]([O:18][CH2:19][CH2:20][CH2:21][C:22]3[CH:27]=[CH:26][CH:25]=[C:24]([CH3:28])[CH:23]=3)=[C:14]([C:29]([F:32])([F:31])[F:30])[CH:13]=2)[CH2:8][O:7]C(C)=[N:5]1.[ClH:33]. (3) Given the product [CH2:1]([O:8][C:9]1[CH:10]=[N:11][C:12]([NH:20][CH3:19])=[N:13][CH:14]=1)[C:2]1[CH:7]=[CH:6][CH:5]=[CH:4][CH:3]=1, predict the reactants needed to synthesize it. The reactants are: [CH2:1]([O:8][C:9]1[CH:10]=[N:11][C:12](Cl)=[N:13][CH:14]=1)[C:2]1[CH:7]=[CH:6][CH:5]=[CH:4][CH:3]=1.CN.C[CH2:19][N:20](C(C)C)C(C)C. (4) Given the product [Cl:12][C:13]1[N:14]=[C:15]([N:20]2[CH2:21][CH2:22][O:23][CH2:24][CH2:25]2)[N:16]=[C:17]([N:7]2[C:6]3[CH:8]=[CH:9][CH:10]=[CH:11][C:5]=3[N:4]=[C:3]2[S:2][CH3:1])[N:18]=1, predict the reactants needed to synthesize it. The reactants are: [CH3:1][S:2][C:3]1[NH:7][C:6]2[CH:8]=[CH:9][CH:10]=[CH:11][C:5]=2[N:4]=1.[Cl:12][C:13]1[N:18]=[C:17](Cl)[N:16]=[C:15]([N:20]2[CH2:25][CH2:24][O:23][CH2:22][CH2:21]2)[N:14]=1.C([O-])([O-])=O.[K+].[K+].